This data is from Catalyst prediction with 721,799 reactions and 888 catalyst types from USPTO. The task is: Predict which catalyst facilitates the given reaction. (1) Reactant: [CH3:1][O:2][C:3]([CH2:5]P(OC)(OC)=O)=[O:4].[Cl-].[Li+].N12CN=CC1CCCC2.[C:23]([O:27][C:28]([N:30]1[CH2:35][CH2:34][C:33]([CH:38]2[CH2:43][CH2:42][CH2:41][CH2:40][CH2:39]2)([CH:36]=O)[CH2:32][CH2:31]1)=[O:29])([CH3:26])([CH3:25])[CH3:24]. Product: [C:23]([O:27][C:28]([N:30]1[CH2:35][CH2:34][C:33]([CH:38]2[CH2:39][CH2:40][CH2:41][CH2:42][CH2:43]2)([CH:36]=[CH:5][C:3]([O:2][CH3:1])=[O:4])[CH2:32][CH2:31]1)=[O:29])([CH3:24])([CH3:25])[CH3:26]. The catalyst class is: 10. (2) Reactant: [CH3:1][C:2]1([CH3:8])[CH2:6][C:5](=O)[CH:4]=[CH:3]1.[CH2:9]([NH2:16])[C:10]1[CH:15]=[CH:14][CH:13]=[CH:12][CH:11]=1.C. Product: [CH3:1][C:2]1([CH3:8])[CH2:3][CH2:4][CH:5]([NH:16][CH2:9][C:10]2[CH:15]=[CH:14][CH:13]=[CH:12][CH:11]=2)[CH2:6]1. The catalyst class is: 810. (3) Reactant: [N:1]([CH2:4][C@@H:5]1[CH2:9][C@@H:8]([S:10][C:11]([C:24]2[CH:29]=[CH:28][CH:27]=[CH:26][CH:25]=2)([C:18]2[CH:23]=[CH:22][CH:21]=[CH:20][CH:19]=2)[C:12]2[CH:17]=[CH:16][CH:15]=[CH:14][CH:13]=2)[CH2:7][N:6]1[S:30]([C:33]1[CH:42]=[CH:41][C:40]2[C:35](=[CH:36][CH:37]=[CH:38][CH:39]=2)[CH:34]=1)(=[O:32])=[O:31])=[N+]=[N-].C1(P(C2C=CC=CC=2)C2C=CC=CC=2)C=CC=CC=1. Product: [CH:34]1[C:35]2[C:40](=[CH:39][CH:38]=[CH:37][CH:36]=2)[CH:41]=[CH:42][C:33]=1[S:30]([N:6]1[CH2:7][C@H:8]([S:10][C:11]([C:12]2[CH:13]=[CH:14][CH:15]=[CH:16][CH:17]=2)([C:18]2[CH:19]=[CH:20][CH:21]=[CH:22][CH:23]=2)[C:24]2[CH:29]=[CH:28][CH:27]=[CH:26][CH:25]=2)[CH2:9][C@H:5]1[CH2:4][NH2:1])(=[O:32])=[O:31]. The catalyst class is: 249. (4) Reactant: [C:1]([NH2:4])(=[S:3])[CH3:2].Cl[CH2:6][C:7](=O)[CH2:8][C:9]([O:11][CH2:12][CH3:13])=[O:10]. Product: [CH2:12]([O:11][C:9](=[O:10])[CH2:8][C:7]1[N:4]=[C:1]([CH3:2])[S:3][CH:6]=1)[CH3:13]. The catalyst class is: 857. (5) Reactant: [Na].[CH2:2]([C:11]1[CH:16]=[CH:15][C:14]([CH2:17][N:18]2[CH2:22][CH2:21][CH:20]([C:23]([O:25][CH3:26])=[O:24])[CH2:19]2)=[CH:13][CH:12]=1)[CH2:3][CH2:4][CH2:5][CH2:6][CH2:7][CH2:8][CH2:9][CH3:10].C1(S(N2C(C3C=CC=CC=3)O2)(=O)=[O:34])C=CC=CC=1. Product: [CH3:26][O:25][C:23]([C:20]1([OH:34])[CH2:21][CH2:22][N:18]([CH2:17][C:14]2[CH:13]=[CH:12][C:11]([CH2:2][CH2:3][CH2:4][CH2:5][CH2:6][CH2:7][CH2:8][CH2:9][CH3:10])=[CH:16][CH:15]=2)[CH2:19]1)=[O:24]. The catalyst class is: 1. (6) Reactant: [F:1][C:2]([F:22])([F:21])[C:3]1[CH:4]=[C:5]([CH:14]=[C:15]([C:17]([F:20])([F:19])[F:18])[CH:16]=1)[C:6]([NH:8][CH2:9][CH2:10][C:11](O)=[O:12])=[O:7].Cl[C:24]1[CH:25]=[C:26]([CH:29]=[CH:30][C:31]=1[NH2:32])[O:27][CH3:28].O.ON1C2C=CC=CC=2N=N1.[ClH:44].CN(C)CCCN=C=NCC.C(N(CC)C(C)C)(C)C. Product: [Cl:44][C:25]1[CH:24]=[C:31]([NH:32][C:11](=[O:12])[CH2:10][CH2:9][NH:8][C:6](=[O:7])[C:5]2[CH:14]=[C:15]([C:17]([F:20])([F:19])[F:18])[CH:16]=[C:3]([C:2]([F:1])([F:22])[F:21])[CH:4]=2)[CH:30]=[CH:29][C:26]=1[O:27][CH3:28]. The catalyst class is: 56. (7) Reactant: [N:1]1[C:6]([N:7]2[C:12](=[O:13])[CH:11]=[CH:10][C:9]([C:14]#[N:15])=[CH:8]2)=[CH:5][CH:4]=[CH:3][C:2]=1[C:16]1[CH:21]=[CH:20][CH:19]=[CH:18][N:17]=1.S(=O)(=O)(O)O.[CH3:27][O:28][C:29]1[C:37]2[O:36][C:35]([CH3:39])([CH3:38])[CH2:34][C:33]=2[CH:32]=[C:31]([CH:40]=[C:41]([CH3:43])[CH3:42])[CH:30]=1.N. Product: [N:1]1[C:6]([N:7]2[CH:8]=[C:9]([C:14]3[C:32]4[C:31](=[CH:30][C:29]([O:28][CH3:27])=[C:37]5[O:36][C:35]([CH3:39])([CH3:38])[CH2:34][C:33]5=4)[CH2:40][C:41]([CH3:43])([CH3:42])[N:15]=3)[CH:10]=[CH:11][C:12]2=[O:13])=[CH:5][CH:4]=[CH:3][C:2]=1[C:16]1[CH:21]=[CH:20][CH:19]=[CH:18][N:17]=1. The catalyst class is: 11. (8) Reactant: S(Cl)([Cl:3])=O.CN(C)C=O.[Cl:10][C:11]1[CH:12]=[CH:13][C:14]2[O:18][C:17](S)=[N:16][C:15]=2[CH:20]=1.C(=O)(O)[O-].[Na+]. Product: [Cl:3][C:17]1[O:18][C:14]2[CH:13]=[CH:12][C:11]([Cl:10])=[CH:20][C:15]=2[N:16]=1. The catalyst class is: 229.